Dataset: Full USPTO retrosynthesis dataset with 1.9M reactions from patents (1976-2016). Task: Predict the reactants needed to synthesize the given product. (1) Given the product [CH2:1]([C:3]1[C:12]([C:13]2[CH:18]=[CH:17][CH:16]=[CH:15][N:14]=2)=[C:11]([C:19]#[N:21])[C:10]2[C:5](=[CH:6][CH:7]=[C:8]([F:22])[CH:9]=2)[N:4]=1)[CH3:2], predict the reactants needed to synthesize it. The reactants are: [CH2:1]([C:3]1[C:12]([C:13]2[CH:18]=[CH:17][CH:16]=[CH:15][N:14]=2)=[C:11]([C:19]([NH2:21])=O)[C:10]2[C:5](=[CH:6][CH:7]=[C:8]([F:22])[CH:9]=2)[N:4]=1)[CH3:2].N1C=CC=CC=1.FC(F)(F)C(OC(=O)C(F)(F)F)=O. (2) Given the product [O:19]=[S:11]1(=[O:20])[C:12]2[CH:18]=[CH:17][CH:16]=[CH:15][C:13]=2[NH:14][C:9]([C:6]2[C:7](=[O:8])[N:2]([N:1]=[C:28]3[CH2:29][CH2:30][CH2:31][C@@H:26]([CH3:25])[CH2:27]3)[C:3]3[CH:24]=[CH:23][S:22][C:4]=3[C:5]=2[OH:21])=[N:10]1, predict the reactants needed to synthesize it. The reactants are: [NH2:1][N:2]1[C:7](=[O:8])[C:6]([C:9]2[NH:14][C:13]3[CH:15]=[CH:16][CH:17]=[CH:18][C:12]=3[S:11](=[O:20])(=[O:19])[N:10]=2)=[C:5]([OH:21])[C:4]2[S:22][CH:23]=[CH:24][C:3]1=2.[CH3:25][C@@H:26]1[CH2:31][CH2:30][CH2:29][C:28](=O)[CH2:27]1. (3) The reactants are: [F:1][CH:2]([CH:8]([OH:18])[CH:9]1[CH2:14][CH2:13][CH:12]([CH2:15][CH2:16][CH3:17])[CH2:11][CH2:10]1)[C:3]([O:5][CH2:6][CH3:7])=[O:4].C1CCN2C(=NCCC2)CC1.[C:30](=[S:32])=[S:31].[CH3:33]I. Given the product [F:1][CH:2]([CH:8]([O:18][C:30]([S:32][CH3:33])=[S:31])[CH:9]1[CH2:10][CH2:11][CH:12]([CH2:15][CH2:16][CH3:17])[CH2:13][CH2:14]1)[C:3]([O:5][CH2:6][CH3:7])=[O:4], predict the reactants needed to synthesize it. (4) Given the product [Br:5][C:6]1[CH:7]=[C:8]([CH2:12][C:14]#[N:15])[CH:9]=[N:10][CH:11]=1, predict the reactants needed to synthesize it. The reactants are: O=S(Cl)Cl.[Br:5][C:6]1[CH:7]=[C:8]([CH2:12]O)[CH:9]=[N:10][CH:11]=1.[C-:14]#[N:15].[K+].CO. (5) Given the product [Cl:1][C:2]1[CH:3]=[C:4]([N:8]2[C:12]([C:13]3[CH:18]=[CH:17][CH:16]=[C:15]([O:19][CH3:20])[CH:14]=3)=[CH:11][C:10]([C:21]([N:47]3[CH2:51][C:50](=[O:52])[NH:49][CH2:48]3)=[O:23])=[N:9]2)[CH:5]=[CH:6][CH:7]=1, predict the reactants needed to synthesize it. The reactants are: [Cl:1][C:2]1[CH:3]=[C:4]([N:8]2[C:12]([C:13]3[CH:18]=[CH:17][CH:16]=[C:15]([O:19][CH3:20])[CH:14]=3)=[CH:11][C:10]([C:21]([OH:23])=O)=[N:9]2)[CH:5]=[CH:6][CH:7]=1.ClC1C=C(N2C(C3C=C(F)C=C(Cl)C=3)=CC(C([N:47]3[CH2:51][C:50](=[O:52])[NH:49][CH2:48]3)=O)=N2)C=CC=1F. (6) Given the product [ClH:34].[C:25]([CH2:24][CH:21]1[C:20]2[CH:28]=[CH:29][CH:30]=[CH:31][C:19]=2[C:18](=[O:32])[N:17]([CH2:16][C:15]([NH:14][CH2:13][CH2:12][CH2:11][NH:10][C:2]2[NH:1][C:5]3[CH:6]=[CH:7][CH:8]=[CH:9][C:4]=3[N:3]=2)=[O:33])[CH2:23][CH2:22]1)([OH:27])=[O:26], predict the reactants needed to synthesize it. The reactants are: [NH:1]1[C:5]2[CH:6]=[CH:7][CH:8]=[CH:9][C:4]=2[N:3]=[C:2]1[NH:10][CH2:11][CH2:12][CH2:13][NH:14][C:15](=[O:33])[CH2:16][N:17]1[CH2:23][CH2:22][CH:21]([CH2:24][C:25]([O-:27])=[O:26])[C:20]2[CH:28]=[CH:29][CH:30]=[CH:31][C:19]=2[C:18]1=[O:32].[ClH:34]. (7) Given the product [CH3:57][C:58]1[CH:62]=[C:61]([CH3:63])[N:60]([CH2:64][C:65]([N:8]2[C:9]3[C:5](=[C:4]([F:3])[C:12]([C:13]4[C:21]5[C:20]([NH2:22])=[N:19][CH:18]=[N:17][C:16]=5[N:15]([CH3:23])[CH:14]=4)=[CH:11][CH:10]=3)[CH2:6][CH2:7]2)=[O:66])[N:59]=1, predict the reactants needed to synthesize it. The reactants are: Cl.Cl.[F:3][C:4]1[C:12]([C:13]2[C:21]3[C:20]([NH2:22])=[N:19][CH:18]=[N:17][C:16]=3[N:15]([CH3:23])[CH:14]=2)=[CH:11][CH:10]=[C:9]2[C:5]=1[CH2:6][CH2:7][NH:8]2.CN(C(ON1N=NC2C=CC=NC1=2)=[N+](C)C)C.F[P-](F)(F)(F)(F)F.CCN(C(C)C)C(C)C.[CH3:57][C:58]1[CH:62]=[C:61]([CH3:63])[N:60]([CH2:64][C:65](O)=[O:66])[N:59]=1.